This data is from Full USPTO retrosynthesis dataset with 1.9M reactions from patents (1976-2016). The task is: Predict the reactants needed to synthesize the given product. (1) Given the product [Cl:32][C:33]1[CH:38]=[CH:37][C:36]([C:39]2[CH:44]=[CH:43][C:42]([N:45]3[CH2:49][CH2:48][CH2:47][C:46]3=[O:50])=[CH:41][C:40]=2[CH2:51][O:25][C:22]2[CH:23]=[CH:24][C:19]([C:8]3[N:7]([CH:1]4[CH2:2][CH2:3][CH2:4][CH2:5][CH2:6]4)[C:11]4[S:12][C:13]([C:15]([O:17][CH3:18])=[O:16])=[CH:14][C:10]=4[N:9]=3)=[CH:20][CH:21]=2)=[CH:35][CH:34]=1, predict the reactants needed to synthesize it. The reactants are: [CH:1]1([N:7]2[C:11]3[S:12][C:13]([C:15]([O:17][CH3:18])=[O:16])=[CH:14][C:10]=3[N:9]=[C:8]2[C:19]2[CH:24]=[CH:23][C:22]([OH:25])=[CH:21][CH:20]=2)[CH2:6][CH2:5][CH2:4][CH2:3][CH2:2]1.C(=O)([O-])[O-].[K+].[K+].[Cl:32][C:33]1[CH:38]=[CH:37][C:36]([C:39]2[CH:44]=[CH:43][C:42]([N:45]3[CH2:49][CH2:48][CH2:47][C:46]3=[O:50])=[CH:41][C:40]=2[CH2:51]Cl)=[CH:35][CH:34]=1.O. (2) Given the product [CH3:1][N:2]([CH3:12])[C:3]1[CH:11]=[CH:10][C:6]([C:7]([NH:23][CH:20]([CH3:22])[CH3:21])=[O:8])=[CH:5][CH:4]=1, predict the reactants needed to synthesize it. The reactants are: [CH3:1][N:2]([CH3:12])[C:3]1[CH:11]=[CH:10][C:6]([C:7](Cl)=[O:8])=[CH:5][CH:4]=1.CCN(CC)CC.[CH:20]([NH2:23])([CH3:22])[CH3:21]. (3) Given the product [NH2:13][C:12]1[C:3]2[CH:4]=[C:5]3[C:10]([CH2:9][CH2:8][CH2:7][CH2:6]3)=[CH:11][C:2]=2[S:1][C:15]=1[C:16]([C:18]1[CH:23]=[CH:22][C:21]([Cl:24])=[CH:20][C:19]=1[Cl:25])=[O:17], predict the reactants needed to synthesize it. The reactants are: [SH:1][C:2]1[C:3]([C:12]#[N:13])=[CH:4][C:5]2[CH2:6][CH2:7][CH2:8][CH2:9][C:10]=2[CH:11]=1.Cl[CH2:15][C:16]([C:18]1[CH:23]=[CH:22][C:21]([Cl:24])=[CH:20][C:19]=1[Cl:25])=[O:17].[OH-].[K+].C(OCC)(=O)C. (4) Given the product [C:12]1([C:18]2[CH:19]=[C:20]([CH:21]=[CH:22][CH:23]=2)[O:24][CH2:26][C:27]([O:29][CH2:30][CH3:31])=[O:28])[CH2:17][CH2:16][CH2:15][CH2:14][CH:13]=1, predict the reactants needed to synthesize it. The reactants are: C(=O)([O-])[O-].[K+].[K+].CN(C=O)C.[C:12]1([C:18]2[CH:19]=[C:20]([OH:24])[CH:21]=[CH:22][CH:23]=2)[CH2:17][CH2:16][CH2:15][CH2:14][CH:13]=1.Br[CH2:26][C:27]([O:29][CH2:30][CH3:31])=[O:28]. (5) Given the product [C:45]([OH:48])([C:29]([F:32])([F:31])[F:30])=[O:46].[N:33]1([C:2]2[N:3]=[C:4]([C:23]3[CH:28]=[CH:27][CH:26]=[CH:25][C:24]=3[C:29]([F:31])([F:30])[F:32])[N:5]([C:7]3[CH:8]=[CH:9][C:10]([C:13]4[CH:18]=[CH:17][CH:16]=[C:15]([S:19]([CH3:22])(=[O:21])=[O:20])[CH:14]=4)=[CH:11][CH:12]=3)[CH:6]=2)[CH2:36][CH2:35][CH2:34]1, predict the reactants needed to synthesize it. The reactants are: Br[C:2]1[N:3]=[C:4]([C:23]2[CH:28]=[CH:27][CH:26]=[CH:25][C:24]=2[C:29]([F:32])([F:31])[F:30])[N:5]([C:7]2[CH:12]=[CH:11][C:10]([C:13]3[CH:18]=[CH:17][CH:16]=[C:15]([S:19]([CH3:22])(=[O:21])=[O:20])[CH:14]=3)=[CH:9][CH:8]=2)[CH:6]=1.[NH:33]1[CH2:36][CH2:35][CH2:34]1.N1CCC[C@H]1C(O)=O.[C:45]([O-:48])([O-])=[O:46].[Cs+].[Cs+]. (6) Given the product [CH3:15][N:1]1[C:2]2[CH:7]=[CH:6][CH:5]=[CH:4][C:3]=2[O:8][C:9]1=[O:12], predict the reactants needed to synthesize it. The reactants are: [NH2:1][C:2]1[CH:7]=[CH:6][CH:5]=[CH:4][C:3]=1[OH:8].[C:9]([O-:12])([O-])=O.[K+].[K+].[C:15](=O)(OC)OC.